From a dataset of Acute oral toxicity (LD50) regression data from Zhu et al.. Regression/Classification. Given a drug SMILES string, predict its toxicity properties. Task type varies by dataset: regression for continuous values (e.g., LD50, hERG inhibition percentage) or binary classification for toxic/non-toxic outcomes (e.g., AMES mutagenicity, cardiotoxicity, hepatotoxicity). Dataset: ld50_zhu. The molecule is O=C(Cl)c1cc(Cl)cc(Cl)c1. The rat oral LD50 is 2.42, given as -log10 of the dose in mol/kg body weight (higher means more acutely toxic).